Dataset: Cav3 T-type calcium channel HTS with 100,875 compounds. Task: Binary Classification. Given a drug SMILES string, predict its activity (active/inactive) in a high-throughput screening assay against a specified biological target. (1) The molecule is O=C(NCc1cc2c([nH]c(c2)C)cc1)CCC(O)=O. The result is 0 (inactive). (2) The drug is Brc1c2NC(=O)C(O)(c2cc(F)c1)c1sc(nc1c1cc2c(cc1)cccc2)N. The result is 0 (inactive). (3) The drug is Fc1cc(C2NC(=O)N(C(=C2C(OC)=O)C)Cc2ccccc2)ccc1. The result is 0 (inactive). (4) The compound is O(c1cc(CNc2nn3c(cc(nc3n2)C)C)ccc1)C. The result is 0 (inactive). (5) The drug is S(=O)(=O)(N1CCC(CC1)C)c1c(ccc(c1)C(Oc1cc(NC(=O)c2occc2)ccc1)=O)C. The result is 0 (inactive). (6) The drug is S(c1n2c(nc3c2cccc3)c2c(n1)cccc2)CC(=O)Nc1ccc(cc1)C. The result is 0 (inactive). (7) The drug is O=C(Nc1nn(c2nc3c(cc12)cccc3)CCC)CCC. The result is 0 (inactive).